This data is from Full USPTO retrosynthesis dataset with 1.9M reactions from patents (1976-2016). The task is: Predict the reactants needed to synthesize the given product. (1) The reactants are: Cl.[CH2:2]([O:4][C:5](=[O:9])[CH2:6][CH2:7][NH2:8])[CH3:3].CCN(CC)CC.[CH3:17][C:18]1[CH2:23][CH2:22][CH2:21][C:20]([CH3:25])([CH3:24])[C:19]=1/[CH:26]=[CH:27]/[C:28](/[CH3:38])=[CH:29]/[CH:30]=[CH:31]/[C:32](/[CH3:37])=[CH:33]/[C:34](Cl)=[O:35].O. Given the product [CH2:2]([O:4][C:5](=[O:9])[CH2:6][CH2:7][NH:8][C:34](=[O:35])[CH:33]=[C:32]([CH3:37])[CH:31]=[CH:30][CH:29]=[C:28]([CH3:38])[CH:27]=[CH:26][C:19]1[C:20]([CH3:24])([CH3:25])[CH2:21][CH2:22][CH2:23][C:18]=1[CH3:17])[CH3:3], predict the reactants needed to synthesize it. (2) Given the product [CH:22]1[C:23]([NH:26][C:27]([NH:18][C:10]2[CH:11]=[CH:12][C:13]([S:14]([NH2:17])(=[O:15])=[O:16])=[CH:8][CH:9]=2)=[O:28])=[CH:24][CH:25]=[C:20]([F:19])[CH:21]=1, predict the reactants needed to synthesize it. The reactants are: NC1C=CC([C:8]2[C:13]([S:14]([NH2:17])(=[O:16])=[O:15])=[CH:12][CH:11]=[C:10]([NH2:18])[CH:9]=2)=CC=1.[F:19][C:20]1[CH:25]=[CH:24][C:23]([N:26]=[C:27]=[O:28])=[CH:22][CH:21]=1. (3) The reactants are: [CH3:1][C@H:2]1[O:7][C@@H:6]([CH3:8])[CH2:5][N:4]([C:9]2[C:23]([CH2:24][OH:25])=[CH:22][C:12]3[C:13]([C:16]4[N:17]=[C:18]([CH3:21])[O:19][CH:20]=4)=[N:14][O:15][C:11]=3[C:10]=2[F:26])[CH2:3]1. Given the product [CH3:1][C@H:2]1[O:7][C@@H:6]([CH3:8])[CH2:5][N:4]([C:9]2[C:23]([CH:24]=[O:25])=[CH:22][C:12]3[C:13]([C:16]4[N:17]=[C:18]([CH3:21])[O:19][CH:20]=4)=[N:14][O:15][C:11]=3[C:10]=2[F:26])[CH2:3]1, predict the reactants needed to synthesize it. (4) Given the product [CH3:1][O:2][C:3]([C:5]1[CH:14]=[C:13]2[C:8]([C@@H:9]([NH:15][C:24]([O:23][CH2:16][C:17]3[CH:22]=[CH:21][CH:20]=[CH:19][CH:18]=3)=[O:25])[CH2:10][CH2:11][S:12]2)=[CH:7][CH:6]=1)=[O:4], predict the reactants needed to synthesize it. The reactants are: [CH3:1][O:2][C:3]([C:5]1[CH:14]=[C:13]2[C:8]([C@@H:9]([NH2:15])[CH2:10][CH2:11][S:12]2)=[CH:7][CH:6]=1)=[O:4].[CH2:16]([O:23][C:24](Cl)=[O:25])[C:17]1[CH:22]=[CH:21][CH:20]=[CH:19][CH:18]=1. (5) The reactants are: Cl[C:2]1[C:11]2[C:6](=[CH:7][C:8]([C:12]([O:14][CH3:15])=[O:13])=[CH:9][CH:10]=2)[N:5]=[CH:4][N:3]=1.[F:16][C:17]([F:27])([F:26])[O:18][C:19]1[CH:25]=[CH:24][C:22]([NH2:23])=[CH:21][CH:20]=1. Given the product [F:16][C:17]([F:26])([F:27])[O:18][C:19]1[CH:20]=[CH:21][C:22]([NH:23][C:2]2[C:11]3[C:6](=[CH:7][C:8]([C:12]([O:14][CH3:15])=[O:13])=[CH:9][CH:10]=3)[N:5]=[CH:4][N:3]=2)=[CH:24][CH:25]=1, predict the reactants needed to synthesize it. (6) Given the product [CH2:1]([NH:3][C:4](=[O:42])[NH:5][C:6]1[N:11]=[CH:10][C:9]([C:12]2[CH:13]=[C:14]3[C:19](=[CH:20][C:21]=2[O:44][CH3:43])[N:18]([C@@H:23]([CH:26]([CH3:28])[CH3:27])[CH2:24][OH:25])[CH:17]=[C:16]([C:29]([OH:31])=[O:30])[C:15]3=[O:32])=[C:8]([C:33]2[S:34][CH:35]=[C:36]([C:38]([F:39])([F:41])[F:40])[N:37]=2)[CH:7]=1)[CH3:2], predict the reactants needed to synthesize it. The reactants are: [CH2:1]([NH:3][C:4](=[O:42])[NH:5][C:6]1[N:11]=[CH:10][C:9]([C:12]2[CH:13]=[C:14]3[C:19](=[CH:20][C:21]=2F)[N:18]([C@@H:23]([CH:26]([CH3:28])[CH3:27])[CH2:24][OH:25])[CH:17]=[C:16]([C:29]([OH:31])=[O:30])[C:15]3=[O:32])=[C:8]([C:33]2[S:34][CH:35]=[C:36]([C:38]([F:41])([F:40])[F:39])[N:37]=2)[CH:7]=1)[CH3:2].[CH3:43][O-:44].[Na+].CO.